From a dataset of Reaction yield outcomes from USPTO patents with 853,638 reactions. Predict the reaction yield, written as a fraction of the theoretical maximum amount of product (1.0 means a 100% yield; for example, 0.34 means a 34% yield). (1) The reactants are Br[C:2]1[CH:3]=[C:4]2[C:8](=[CH:9][CH:10]=1)[NH:7][CH:6]=[CH:5]2.[CH:11]1[C:16]([OH:17])=[CH:15][CH:14]=[C:13]([CH3:18])[CH:12]=1.C([O-])([O-])=O.[K+].[K+].CN(C=O)C. The catalyst is O. The product is [CH3:18][C:13]1[CH:12]=[CH:11][C:16]([O:17][C:2]2[CH:3]=[C:4]3[C:8](=[CH:9][CH:10]=2)[NH:7][CH:6]=[CH:5]3)=[CH:15][CH:14]=1. The yield is 0.515. (2) The reactants are [NH2:1][C:2]1[C:3]([NH:14][CH2:15][CH2:16][CH2:17][Cl:18])=[C:4]([CH:9]=[CH:10][C:11]=1[O:12][CH3:13])[C:5]([O:7][CH3:8])=[O:6].[N:19]([C:22]1[C:23]([CH3:31])=[N:24][C:25]([O:29][CH3:30])=[N:26][C:27]=1[CH3:28])=[C:20]=S.Cl.C(N=C=NCCCN(C)C)C.C(N(CC)CC)C. The catalyst is O1CCCC1.O. The product is [Cl:18][CH2:17][CH2:16][CH2:15][N:14]1[C:3]2[C:4]([C:5]([O:7][CH3:8])=[O:6])=[CH:9][CH:10]=[C:11]([O:12][CH3:13])[C:2]=2[N:1]=[C:20]1[NH:19][C:22]1[C:27]([CH3:28])=[N:26][C:25]([O:29][CH3:30])=[N:24][C:23]=1[CH3:31]. The yield is 0.660. (3) The reactants are [O:1]1[CH2:6][CH2:5][CH:4]([O:7][C:8]2[CH:17]=[CH:16][C:11]([C:12]([O:14]C)=[O:13])=[CH:10][CH:9]=2)[CH2:3][CH2:2]1.[OH-].[Na+]. The catalyst is CO.O. The product is [O:1]1[CH2:2][CH2:3][CH:4]([O:7][C:8]2[CH:17]=[CH:16][C:11]([C:12]([OH:14])=[O:13])=[CH:10][CH:9]=2)[CH2:5][CH2:6]1. The yield is 0.986. (4) The reactants are Cl[CH2:2][CH2:3][CH2:4][O:5][C:6]1[CH:7]=[N:8][CH:9]=[CH:10][CH:11]=1.[CH2:12]([NH2:19])[C:13]1[CH:18]=[CH:17][CH:16]=[CH:15][CH:14]=1. The catalyst is CO.O. The product is [CH2:12]([NH:19][CH2:2][CH2:3][CH2:4][O:5][C:6]1[CH:7]=[N:8][CH:9]=[CH:10][CH:11]=1)[C:13]1[CH:18]=[CH:17][CH:16]=[CH:15][CH:14]=1. The yield is 0.0220. (5) The product is [CH2:28]([O:27][C:6]1[C:5]2[C:10](=[CH:11][CH:12]=[C:3]([C:2]3[NH:1][C:34](=[O:35])[O:33][N:32]=3)[CH:4]=2)[C:9](=[O:13])[N:8]([CH2:14][CH:15]([CH3:16])[CH3:17])[C:7]=1[CH2:18][NH:19][C:20](=[O:26])[O:21][C:22]([CH3:23])([CH3:24])[CH3:25])[CH2:29][CH2:30][CH3:31]. The yield is 0.659. The catalyst is C(OCC)(=O)C. The reactants are [NH2:1][C:2](=[N:32][OH:33])[C:3]1[CH:4]=[C:5]2[C:10](=[CH:11][CH:12]=1)[C:9](=[O:13])[N:8]([CH2:14][CH:15]([CH3:17])[CH3:16])[C:7]([CH2:18][NH:19][C:20](=[O:26])[O:21][C:22]([CH3:25])([CH3:24])[CH3:23])=[C:6]2[O:27][CH2:28][CH2:29][CH2:30][CH3:31].[C:34](N1C=CN=C1)(N1C=CN=C1)=[O:35].O. (6) The reactants are C(OC(=O)[CH:5]([C:16]1[CH:21]=[CH:20][C:19]([N+:22]([O-:24])=[O:23])=[CH:18][CH:17]=1)[C:6]1[CH:11]=[CH:10][N:9]=[C:8]([C:12]([F:15])([F:14])[F:13])[CH:7]=1)C.O.[Li+].[OH-]. The catalyst is CO. The product is [N+:22]([C:19]1[CH:18]=[CH:17][C:16]([CH2:5][C:6]2[CH:11]=[CH:10][N:9]=[C:8]([C:12]([F:15])([F:13])[F:14])[CH:7]=2)=[CH:21][CH:20]=1)([O-:24])=[O:23]. The yield is 0.290. (7) The reactants are [Cl:1][C:2]1[C:6]([CH3:7])=[C:5]([C:8]2[CH:9]=[C:10]([C:13]([OH:15])=O)[S:11][CH:12]=2)[N:4]([CH3:16])[N:3]=1.[NH2:17][C@@H:18]([CH2:31][C:32]1[CH:37]=[CH:36][CH:35]=[C:34]([C:38]([F:41])([F:40])[F:39])[CH:33]=1)[CH2:19][N:20]1[C:28](=[O:29])[C:27]2[C:22](=[CH:23][CH:24]=[CH:25][CH:26]=2)[C:21]1=[O:30].CC(OC(N[C@H](C(O)=O)CC1C=CC=CC=1C(F)(F)F)=O)(C)C.C1CN([P+](Br)(N2CCCC2)N2CCCC2)CC1.F[P-](F)(F)(F)(F)F.CCN(C(C)C)C(C)C. The catalyst is C(Cl)(Cl)Cl. The product is [Cl:1][C:2]1[C:6]([CH3:7])=[C:5]([C:8]2[CH:9]=[C:10]([C:13]([NH:17][C@@H:18]([CH2:31][C:32]3[CH:37]=[CH:36][CH:35]=[C:34]([C:38]([F:41])([F:39])[F:40])[CH:33]=3)[CH2:19][N:20]3[C:21](=[O:30])[C:22]4[C:27](=[CH:26][CH:25]=[CH:24][CH:23]=4)[C:28]3=[O:29])=[O:15])[S:11][CH:12]=2)[N:4]([CH3:16])[N:3]=1. The yield is 0.780. (8) The reactants are [F:1][C:2]1[CH:7]=[CH:6][C:5]([CH2:8][C:9]([N:11]2[CH2:15][CH:14]([O:16][C:17]([N:19]3[CH2:24][CH2:23][O:22][CH2:21][CH2:20]3)=[O:18])[CH2:13][NH:12]2)=[O:10])=[CH:4][CH:3]=1.[O:25]([C:32]1[N:37]=[C:36]([C:38](Cl)=[O:39])[CH:35]=[CH:34][N:33]=1)[C:26]1[CH:31]=[CH:30][CH:29]=[CH:28][CH:27]=1.[OH-].[Na+]. The catalyst is ClCCl. The product is [F:1][C:2]1[CH:7]=[CH:6][C:5]([CH2:8][C:9]([N:11]2[CH2:15][CH:14]([O:16][C:17]([N:19]3[CH2:24][CH2:23][O:22][CH2:21][CH2:20]3)=[O:18])[CH2:13][N:12]2[C:38]([C:36]2[CH:35]=[CH:34][N:33]=[C:32]([O:25][C:26]3[CH:27]=[CH:28][CH:29]=[CH:30][CH:31]=3)[N:37]=2)=[O:39])=[O:10])=[CH:4][CH:3]=1. The yield is 0.610.